Task: Regression. Given a peptide amino acid sequence and an MHC pseudo amino acid sequence, predict their binding affinity value. This is MHC class II binding data.. Dataset: Peptide-MHC class II binding affinity with 134,281 pairs from IEDB (1) The binding affinity (normalized) is 0.389. The MHC is HLA-DQA10301-DQB10302 with pseudo-sequence HLA-DQA10301-DQB10302. The peptide sequence is EGRRAKLRSAGEVEI. (2) The peptide sequence is AAAGLAAAAPLESRQ. The MHC is HLA-DQA10401-DQB10402 with pseudo-sequence HLA-DQA10401-DQB10402. The binding affinity (normalized) is 0.559. (3) The peptide sequence is AITAMSEAQKAAKPA. The MHC is HLA-DPA10201-DPB10501 with pseudo-sequence HLA-DPA10201-DPB10501. The binding affinity (normalized) is 0.218. (4) The peptide sequence is EKKYFAAEQFEPLAA. The MHC is HLA-DQA10401-DQB10402 with pseudo-sequence HLA-DQA10401-DQB10402. The binding affinity (normalized) is 0.321. (5) The peptide sequence is EPIAAYHFDLSGIAF. The MHC is HLA-DPA10103-DPB10201 with pseudo-sequence HLA-DPA10103-DPB10201. The binding affinity (normalized) is 0.377. (6) The binding affinity (normalized) is 0.770. The MHC is DRB1_0301 with pseudo-sequence DRB1_0301. The peptide sequence is RQLQKIERWFVRNPF. (7) The peptide sequence is SGSPIINRKGKVIGL. The MHC is DRB1_1302 with pseudo-sequence DRB1_1302. The binding affinity (normalized) is 0.793. (8) The peptide sequence is DLILFDWPTHMLQLA. The MHC is HLA-DQA10501-DQB10301 with pseudo-sequence HLA-DQA10501-DQB10301. The binding affinity (normalized) is 0. (9) The peptide sequence is SKSKLSANQYEQQTV. The MHC is DRB1_0101 with pseudo-sequence DRB1_0101. The binding affinity (normalized) is 0.379.